The task is: Predict which catalyst facilitates the given reaction.. This data is from Catalyst prediction with 721,799 reactions and 888 catalyst types from USPTO. Reactant: Br[C:2]1[C:14]2[CH:13]=[CH:12][CH:11]=[CH:10][C:9]=2[C:8]2[C:7]3[C:15]4[C:20]([C:21](Br)=[CH:22][C:6]=3[O:5][C:4]=2[CH:3]=1)=[CH:19][CH:18]=[CH:17][CH:16]=4.[CH2:24]([Mg]Br)[CH2:25][CH2:26][CH2:27][CH2:28][CH2:29][CH2:30][CH3:31].Cl. Product: [CH2:24]([C:2]1[C:14]2[CH:13]=[CH:12][CH:11]=[CH:10][C:9]=2[C:8]2[C:7]3[C:15]4[C:20]([C:21]([CH2:9][CH2:14][CH2:2][CH2:3][CH2:4][CH2:8][CH2:7][CH3:6])=[CH:22][C:6]=3[O:5][C:4]=2[CH:3]=1)=[CH:19][CH:18]=[CH:17][CH:16]=4)[CH2:25][CH2:26][CH2:27][CH2:28][CH2:29][CH2:30][CH3:31]. The catalyst class is: 7.